This data is from Reaction yield outcomes from USPTO patents with 853,638 reactions. The task is: Predict the reaction yield, written as a fraction of the theoretical maximum amount of product (1.0 means a 100% yield; for example, 0.34 means a 34% yield). (1) The reactants are C([O-])(=O)C.[C:5]([C:9]1[CH:14]=[CH:13][C:12]([I+:15][C:16]2[CH:21]=[CH:20][C:19]([C:22]([CH3:25])([CH3:24])[CH3:23])=[CH:18][CH:17]=2)=[CH:11][CH:10]=1)([CH3:8])([CH3:7])[CH3:6].[F:26][C:27]([F:34])([F:33])[S:28]([O:31]C)(=[O:30])=[O:29]. The product is [F:26][C:27]([F:34])([F:33])[S:28]([O-:31])(=[O:30])=[O:29].[C:22]([C:19]1[CH:20]=[CH:21][C:16]([I+:15][C:12]2[CH:11]=[CH:10][C:9]([C:5]([CH3:8])([CH3:7])[CH3:6])=[CH:14][CH:13]=2)=[CH:17][CH:18]=1)([CH3:25])([CH3:24])[CH3:23]. The yield is 0.760. The catalyst is COC(C)(C)C. (2) The reactants are [CH3:1][O:2][C:3]1[CH:12]=[CH:11][C:6]2[C:7](=[O:10])[CH2:8][O:9][C:5]=2[C:4]=1[CH:13]=[CH:14][CH2:15][CH2:16][CH:17]1[CH2:22][CH2:21][N:20]([C:23]([O:25][C:26]([CH3:29])([CH3:28])[CH3:27])=[O:24])[CH2:19][CH2:18]1.[NH:30]1[C:38]2[C:33](=[CH:34][CH:35]=[CH:36][CH:37]=2)[C:32]([CH:39]=O)=[N:31]1.N1CCCCC1. The catalyst is CO. The product is [NH:30]1[C:38]2[C:33](=[CH:34][CH:35]=[CH:36][CH:37]=2)[C:32](/[CH:39]=[C:8]2\[O:9][C:5]3[C:4](/[CH:13]=[CH:14]\[CH2:15][CH2:16][CH:17]4[CH2:18][CH2:19][N:20]([C:23]([O:25][C:26]([CH3:29])([CH3:28])[CH3:27])=[O:24])[CH2:21][CH2:22]4)=[C:3]([O:2][CH3:1])[CH:12]=[CH:11][C:6]=3[C:7]\2=[O:10])=[N:31]1. The yield is 0.840. (3) The reactants are [Cl:1][C:2]1[CH:3]=[C:4]2[C:9](=[CH:10][CH:11]=1)[CH:8]=[C:7]([S:12]([N:15]([C@H:21]1[CH2:25][CH2:24][N:23]([C@@H:26]([CH3:35])[C:27](=[O:34])[N:28]3[CH2:33][CH2:32][CH2:31][CH2:30][CH2:29]3)[C:22]1=[O:36])[CH2:16][C:17]([O:19]C)=[O:18])(=[O:14])=[O:13])[CH:6]=[CH:5]2.[OH-].[Li+].Cl. The catalyst is C1COCC1.O. The product is [ClH:1].[CH3:17][OH:18].[Cl:1][C:2]1[CH:3]=[C:4]2[C:9](=[CH:10][CH:11]=1)[CH:8]=[C:7]([S:12]([N:15]([C@H:21]1[CH2:25][CH2:24][N:23]([C@@H:26]([CH3:35])[C:27](=[O:34])[N:28]3[CH2:33][CH2:32][CH2:31][CH2:30][CH2:29]3)[C:22]1=[O:36])[CH2:16][C:17]([OH:19])=[O:18])(=[O:13])=[O:14])[CH:6]=[CH:5]2. The yield is 0.100. (4) The yield is 0.180. The reactants are [CH3:1][O:2][C:3]1[CH:12]=[C:11]([O:13][CH3:14])[CH:10]=[C:9]2[C:4]=1[C:5](=[O:34])[NH:6][C:7]([C:15]1[CH:20]=[CH:19][C:18]([CH:21]3[CH2:26][CH2:25][N:24](C(OC(C)(C)C)=O)[CH2:23][CH2:22]3)=[CH:17][CH:16]=1)=[N:8]2.Cl. The product is [CH3:1][O:2][C:3]1[CH:12]=[C:11]([O:13][CH3:14])[CH:10]=[C:9]2[C:4]=1[C:5](=[O:34])[NH:6][C:7]([C:15]1[CH:16]=[CH:17][C:18]([CH:21]3[CH2:26][CH2:25][NH:24][CH2:23][CH2:22]3)=[CH:19][CH:20]=1)=[N:8]2. The catalyst is O1CCOCC1. (5) The reactants are Cl[C:2]1[N:7]=[N:6][C:5]([NH:8][CH2:9][C:10]([C:13]2[CH:18]=[CH:17][C:16]([F:19])=[CH:15][CH:14]=2)([CH3:12])[CH3:11])=[C:4]([C:20]#[N:21])[CH:3]=1.[NH2:22][C:23]([C:25]1[CH:26]=[C:27](B(O)O)[CH:28]=[CH:29][CH:30]=1)=[O:24].C([O-])([O-])=O.[K+].[K+].CC#N. The catalyst is O1CCOCC1.C1C=CC(P(C2C=CC=CC=2)[C-]2C=CC=C2)=CC=1.C1C=CC(P(C2C=CC=CC=2)[C-]2C=CC=C2)=CC=1.Cl[Pd]Cl.[Fe+2]. The product is [C:20]([C:4]1[CH:3]=[C:2]([C:29]2[CH:30]=[C:25]([CH:26]=[CH:27][CH:28]=2)[C:23]([NH2:22])=[O:24])[N:7]=[N:6][C:5]=1[NH:8][CH2:9][C:10]([C:13]1[CH:18]=[CH:17][C:16]([F:19])=[CH:15][CH:14]=1)([CH3:12])[CH3:11])#[N:21]. The yield is 0.0430. (6) The reactants are [CH3:1][S:2]([OH:5])(=[O:4])=[O:3].C(N(CC)CC)C.C1(P(C2C=CC=CC=2)C2C=CC=CC=2)C=CC=CC=1.[CH3:32][O:33][C:34]([C@@H:36]1[CH2:40][C@@H:39](O)[CH2:38][N:37]1[S:42]([C:45]1[CH:54]=[CH:53][C:52]2[C:47](=[CH:48][CH:49]=[CH:50][CH:51]=2)[CH:46]=1)(=[O:44])=[O:43])=[O:35].N(C(OC(C)C)=O)=NC(OC(C)C)=O. The catalyst is C1(C)C=CC=CC=1.CCOC(C)=O.CCCCCC.O. The product is [CH3:32][O:33][C:34]([C@@H:36]1[CH2:40][C@H:39]([O:3][S:2]([CH3:1])(=[O:5])=[O:4])[CH2:38][N:37]1[S:42]([C:45]1[CH:54]=[CH:53][C:52]2[C:47](=[CH:48][CH:49]=[CH:50][CH:51]=2)[CH:46]=1)(=[O:44])=[O:43])=[O:35]. The yield is 0.860. (7) The reactants are [CH2:1]([O:3][C:4]([C:6]1[C:11]([Cl:12])=[CH:10][C:9](=[O:13])[N:8]([CH3:14])[CH:7]=1)=[O:5])[CH3:2].C1C(=O)N([Cl:22])C(=O)C1. The catalyst is CN(C=O)C.CCOC(C)=O. The product is [CH2:1]([O:3][C:4]([C:6]1[C:11]([Cl:12])=[C:10]([Cl:22])[C:9](=[O:13])[N:8]([CH3:14])[CH:7]=1)=[O:5])[CH3:2]. The yield is 0.950.